The task is: Predict the reaction yield, written as a fraction of the theoretical maximum amount of product (1.0 means a 100% yield; for example, 0.34 means a 34% yield).. This data is from Reaction yield outcomes from USPTO patents with 853,638 reactions. The reactants are [C:1]([C:3]1[C:4]([C:26]2[CH:27]=[N:28][C:29]([C:32]([F:35])([F:34])[F:33])=[CH:30][CH:31]=2)=[CH:5][C:6]([CH2:9][NH:10][C:11]([C@@H:13]2[CH2:17][C@@H:16]([F:18])[CH2:15][N:14]2C(OC(C)(C)C)=O)=[O:12])=[N:7][CH:8]=1)#[N:2].[ClH:36]. No catalyst specified. The product is [ClH:36].[C:1]([C:3]1[C:4]([C:26]2[CH:27]=[N:28][C:29]([C:32]([F:35])([F:34])[F:33])=[CH:30][CH:31]=2)=[CH:5][C:6]([CH2:9][NH:10][C:11]([C@@H:13]2[CH2:17][C@@H:16]([F:18])[CH2:15][NH:14]2)=[O:12])=[N:7][CH:8]=1)#[N:2]. The yield is 0.840.